From a dataset of Full USPTO retrosynthesis dataset with 1.9M reactions from patents (1976-2016). Predict the reactants needed to synthesize the given product. Given the product [CH3:9][C:6]([C:10]1[CH:11]=[CH:12][C:13]([OH:18])=[C:14]([CH:17]=1)[CH:15]=[O:16])([CH3:5])[CH:7]=[CH2:8], predict the reactants needed to synthesize it. The reactants are: B(Cl)(Cl)Cl.[CH3:5][C:6]([C:10]1[CH:11]=[CH:12][C:13]([O:18]C)=[C:14]([CH:17]=1)[CH:15]=[O:16])([CH3:9])[CH:7]=[CH2:8].O.